This data is from Forward reaction prediction with 1.9M reactions from USPTO patents (1976-2016). The task is: Predict the product of the given reaction. Given the reactants [OH-].[Na+].FC(F)(F)C([NH:7][C@H:8]1[CH2:13][CH2:12][CH2:11][CH2:10][C@H:9]1[NH:14][C:15](=[O:21])[O:16][C:17]([CH3:20])([CH3:19])[CH3:18])=O, predict the reaction product. The product is: [NH2:7][C@H:8]1[CH2:13][CH2:12][CH2:11][CH2:10][C@H:9]1[NH:14][C:15](=[O:21])[O:16][C:17]([CH3:19])([CH3:18])[CH3:20].